This data is from NCI-60 drug combinations with 297,098 pairs across 59 cell lines. The task is: Regression. Given two drug SMILES strings and cell line genomic features, predict the synergy score measuring deviation from expected non-interaction effect. Drug 1: CC1OCC2C(O1)C(C(C(O2)OC3C4COC(=O)C4C(C5=CC6=C(C=C35)OCO6)C7=CC(=C(C(=C7)OC)O)OC)O)O. Drug 2: CS(=O)(=O)OCCCCOS(=O)(=O)C. Cell line: MALME-3M. Synergy scores: CSS=6.10, Synergy_ZIP=-4.07, Synergy_Bliss=-0.0658, Synergy_Loewe=-13.1, Synergy_HSA=-1.42.